Regression. Given two drug SMILES strings and cell line genomic features, predict the synergy score measuring deviation from expected non-interaction effect. From a dataset of Merck oncology drug combination screen with 23,052 pairs across 39 cell lines. (1) Drug 2: Cn1cc(-c2cnn3c(N)c(Br)c(C4CCCNC4)nc23)cn1. Synergy scores: synergy=15.9. Drug 1: CCc1c2c(nc3ccc(O)cc13)-c1cc3c(c(=O)n1C2)COC(=O)C3(O)CC. Cell line: A375. (2) Drug 1: O=S1(=O)NC2(CN1CC(F)(F)F)C1CCC2Cc2cc(C=CCN3CCC(C(F)(F)F)CC3)ccc2C1. Drug 2: COC1=C2CC(C)CC(OC)C(O)C(C)C=C(C)C(OC(N)=O)C(OC)C=CC=C(C)C(=O)NC(=CC1=O)C2=O. Cell line: OVCAR3. Synergy scores: synergy=6.08. (3) Drug 1: O=C(CCCCCCC(=O)Nc1ccccc1)NO. Drug 2: COC1CC2CCC(C)C(O)(O2)C(=O)C(=O)N2CCCCC2C(=O)OC(C(C)CC2CCC(OP(C)(C)=O)C(OC)C2)CC(=O)C(C)C=C(C)C(O)C(OC)C(=O)C(C)CC(C)C=CC=CC=C1C. Cell line: NCIH2122. Synergy scores: synergy=22.6. (4) Drug 1: O=S1(=O)NC2(CN1CC(F)(F)F)C1CCC2Cc2cc(C=CCN3CCC(C(F)(F)F)CC3)ccc2C1. Drug 2: CC(=O)OC1C(=O)C2(C)C(O)CC3OCC3(OC(C)=O)C2C(OC(=O)c2ccccc2)C2(O)CC(OC(=O)C(O)C(NC(=O)c3ccccc3)c3ccccc3)C(C)=C1C2(C)C. Cell line: A2058. Synergy scores: synergy=10.8.